This data is from Acute oral toxicity (LD50) regression data from Zhu et al.. The task is: Regression/Classification. Given a drug SMILES string, predict its toxicity properties. Task type varies by dataset: regression for continuous values (e.g., LD50, hERG inhibition percentage) or binary classification for toxic/non-toxic outcomes (e.g., AMES mutagenicity, cardiotoxicity, hepatotoxicity). Dataset: ld50_zhu. (1) The rat oral LD50 is 4.29, given as -log10 of the dose in mol/kg body weight (higher means more acutely toxic). The compound is O=C(CF)Nc1ccccn1. (2) The molecule is c1ccc(NC[Si]23OCCN(CCO2)CCO3)cc1. The rat oral LD50 is 5.93, given as -log10 of the dose in mol/kg body weight (higher means more acutely toxic). (3) The drug is C=C(C)CC#N. The rat oral LD50 is 2.18, given as -log10 of the dose in mol/kg body weight (higher means more acutely toxic).